Dataset: NCI-60 drug combinations with 297,098 pairs across 59 cell lines. Task: Regression. Given two drug SMILES strings and cell line genomic features, predict the synergy score measuring deviation from expected non-interaction effect. Drug 1: CCCS(=O)(=O)NC1=C(C(=C(C=C1)F)C(=O)C2=CNC3=C2C=C(C=N3)C4=CC=C(C=C4)Cl)F. Drug 2: CC1=CC=C(C=C1)C2=CC(=NN2C3=CC=C(C=C3)S(=O)(=O)N)C(F)(F)F. Cell line: SNB-19. Synergy scores: CSS=8.31, Synergy_ZIP=0.996, Synergy_Bliss=3.91, Synergy_Loewe=0.861, Synergy_HSA=1.00.